Task: Predict the reactants needed to synthesize the given product.. Dataset: Full USPTO retrosynthesis dataset with 1.9M reactions from patents (1976-2016) Given the product [CH3:1][C:2]1[CH:11]=[CH:10][C:9]2[C:4](=[CH:5][CH:6]=[CH:7][C:8]=2[N:12]2[CH2:13][CH2:14][N:15]([CH2:18][CH2:19][C:20]3[CH:21]=[C:22]([NH:23][C:28](=[O:29])[O:30][CH3:31])[CH:24]=[CH:25][CH:26]=3)[CH2:16][CH2:17]2)[N:3]=1, predict the reactants needed to synthesize it. The reactants are: [CH3:1][C:2]1[CH:11]=[CH:10][C:9]2[C:4](=[CH:5][CH:6]=[CH:7][C:8]=2[N:12]2[CH2:17][CH2:16][N:15]([CH2:18][CH2:19][C:20]3[CH:21]=[C:22]([CH:24]=[CH:25][CH:26]=3)[NH2:23])[CH2:14][CH2:13]2)[N:3]=1.Cl[C:28]([O:30][CH3:31])=[O:29].